From a dataset of Forward reaction prediction with 1.9M reactions from USPTO patents (1976-2016). Predict the product of the given reaction. (1) Given the reactants [CH2:1]([C:3](=[CH2:6])[CH:4]=[O:5])[CH3:2].[SH:7][C:8]1[CH:21]=[CH:20][CH:19]=[CH:18][C:9]=1[C:10]([C:12]1[CH:17]=[CH:16][CH:15]=[CH:14][CH:13]=1)=[O:11], predict the reaction product. The product is: [C:10]([C:9]1[CH:18]=[CH:19][CH:20]=[CH:21][C:8]=1[S:7][CH2:6][CH:3]([CH2:1][CH3:2])[CH:4]=[O:5])(=[O:11])[C:12]1[CH:17]=[CH:16][CH:15]=[CH:14][CH:13]=1. (2) Given the reactants [NH:1]1[CH2:4][CH:3]([C:5]2[C:6]([O:11][C:12]3[CH:17]=[CH:16][C:15]([C:18]([C:20]4[NH:24][C:23]5[CH:25]=[CH:26][CH:27]=[CH:28][C:22]=5[N:21]=4)=[O:19])=[CH:14][CH:13]=3)=[N:7][CH:8]=[CH:9][N:10]=2)[CH2:2]1.C(N(CC)CC)C.N1([C:41](=[O:43])[CH3:42])C=CN=C1.C([O-])(O)=O.[Na+], predict the reaction product. The product is: [NH:24]1[C:23]2[CH:25]=[CH:26][CH:27]=[CH:28][C:22]=2[N:21]=[C:20]1[C:18]([C:15]1[CH:16]=[CH:17][C:12]([O:11][C:6]2[C:5]([CH:3]3[CH2:4][N:1]([C:41](=[O:43])[CH3:42])[CH2:2]3)=[N:10][CH:9]=[CH:8][N:7]=2)=[CH:13][CH:14]=1)=[O:19]. (3) Given the reactants [CH2:1]([O:4][C:5]1[C:6]([C:15](=O)[CH3:16])=[CH:7][C:8]2[CH2:9][CH2:10][CH2:11][CH2:12][C:13]=2[CH:14]=1)[CH2:2][CH3:3].Cl.[NH2:19][OH:20].N1C=CC=CC=1, predict the reaction product. The product is: [CH2:1]([O:4][C:5]1[C:6]([C:15](=[N:19][OH:20])[CH3:16])=[CH:7][C:8]2[CH2:9][CH2:10][CH2:11][CH2:12][C:13]=2[CH:14]=1)[CH2:2][CH3:3]. (4) Given the reactants [CH3:1][N:2]([CH3:11])[CH:3]1[CH2:6][CH:5]([C:7]([O:9]C)=[O:8])[CH2:4]1.[ClH:12], predict the reaction product. The product is: [ClH:12].[CH3:1][N:2]([CH3:11])[CH:3]1[CH2:6][CH:5]([C:7]([OH:9])=[O:8])[CH2:4]1. (5) Given the reactants [CH3:1][O:2][C:3](=[O:20])[C:4]([N:7]1[CH:11]=[C:10]([NH:12][C:13](=[O:19])[CH:14]([NH2:18])[CH2:15][CH2:16][CH3:17])[N:9]=[CH:8]1)([CH3:6])[CH3:5].[F:21][C:22]1[CH:23]=[C:24]2[C:29](=[C:30]([F:32])[CH:31]=1)[CH2:28][C:27](=O)[CH2:26][CH2:25]2, predict the reaction product. The product is: [CH3:1][O:2][C:3](=[O:20])[C:4]([N:7]1[CH:11]=[C:10]([NH:12][C:13](=[O:19])[CH:14]([NH:18][CH:27]2[CH2:26][CH2:25][C:24]3[C:29](=[C:30]([F:32])[CH:31]=[C:22]([F:21])[CH:23]=3)[CH2:28]2)[CH2:15][CH2:16][CH3:17])[N:9]=[CH:8]1)([CH3:5])[CH3:6]. (6) Given the reactants [Si]([O:18][CH2:19][CH2:20][CH2:21][CH:22]([CH3:42])[CH:23]([C:34]1[CH:39]=[C:38]([F:40])[CH:37]=[CH:36][C:35]=1[F:41])[S:24]([C:27]1[CH:32]=[CH:31][C:30]([Cl:33])=[CH:29][CH:28]=1)(=[O:26])=[O:25])(C(C)(C)C)(C1C=CC=CC=1)C1C=CC=CC=1.N1C=CC=CC=1.F.C(=O)(O)[O-].[Na+].CCCCCC, predict the reaction product. The product is: [Cl:33][C:30]1[CH:29]=[CH:28][C:27]([S:24]([CH:23]([C:34]2[CH:39]=[C:38]([F:40])[CH:37]=[CH:36][C:35]=2[F:41])[CH:22]([CH3:42])[CH2:21][CH2:20][CH2:19][OH:18])(=[O:26])=[O:25])=[CH:32][CH:31]=1.